From a dataset of Reaction yield outcomes from USPTO patents with 853,638 reactions. Predict the reaction yield, written as a fraction of the theoretical maximum amount of product (1.0 means a 100% yield; for example, 0.34 means a 34% yield). (1) The reactants are Br[C:2]1[O:6][C:5]([CH3:7])=[C:4]([C:8]([O:10][CH3:11])=[O:9])[CH:3]=1.[CH3:12][O:13][C:14]1[CH:19]=[CH:18][CH:17]=[CH:16][C:15]=1B(O)O.C(=O)([O-])[O-].[Na+].[Na+].COCCOC. The catalyst is C1C=CC([P]([Pd]([P](C2C=CC=CC=2)(C2C=CC=CC=2)C2C=CC=CC=2)([P](C2C=CC=CC=2)(C2C=CC=CC=2)C2C=CC=CC=2)[P](C2C=CC=CC=2)(C2C=CC=CC=2)C2C=CC=CC=2)(C2C=CC=CC=2)C2C=CC=CC=2)=CC=1.O. The product is [CH3:12][O:13][C:14]1[CH:19]=[CH:18][CH:17]=[CH:16][C:15]=1[C:2]1[O:6][C:5]([CH3:7])=[C:4]([C:8]([O:10][CH3:11])=[O:9])[CH:3]=1. The yield is 0.920. (2) The reactants are [CH:1]1[C:10]2[C:5](=[CH:6][CH:7]=[CH:8][CH:9]=2)[CH:4]=[CH:3][C:2]=1[CH:11]=[O:12].[N+:13]([CH3:16])([O-:15])=[O:14].C(N(C(C)C)CC)(C)C.C1COCC1. The catalyst is ClCCl.O. The product is [CH:1]1[C:10]2[C:5](=[CH:6][CH:7]=[CH:8][CH:9]=2)[CH:4]=[CH:3][C:2]=1[CH:11]([OH:12])[CH2:16][N+:13]([O-:15])=[O:14]. The yield is 0.830. (3) The reactants are [BH4-].[Na+].[F:3][C:4]([F:16])([F:15])[C:5]1[C:10]([C:11](OC)=[O:12])=[CH:9][CH:8]=[CH:7][N:6]=1. The catalyst is C1COCC1. The product is [F:16][C:4]([F:3])([F:15])[C:5]1[C:10]([CH2:11][OH:12])=[CH:9][CH:8]=[CH:7][N:6]=1. The yield is 0.900. (4) The reactants are F[C:2]1[CH:7]=[CH:6][C:5]([C:8]#[N:9])=[CH:4][C:3]=1[CH:10]=O.O.[NH2:13][NH2:14]. No catalyst specified. The product is [NH:13]1[C:2]2[C:3](=[CH:4][C:5]([C:8]#[N:9])=[CH:6][CH:7]=2)[CH:10]=[N:14]1. The yield is 0.810. (5) The reactants are [H-].[Na+].[Br:3][C:4]1[CH:16]=[CH:15][C:7]([CH2:8][N:9]2[CH2:14][CH2:13][CH2:12][CH2:11][CH2:10]2)=[C:6](F)[CH:5]=1.C(NC([O:23][CH2:24][CH3:25])=O)C. The catalyst is O1CCOCC1.O. The product is [Br:3][C:4]1[CH:16]=[CH:15][C:7]([CH2:8][N:9]2[CH2:14][CH2:13][CH2:12][CH2:11][CH2:10]2)=[C:6]([O:23][CH2:24][CH3:25])[CH:5]=1. The yield is 0.740.